From a dataset of Full USPTO retrosynthesis dataset with 1.9M reactions from patents (1976-2016). Predict the reactants needed to synthesize the given product. (1) Given the product [CH3:1][O:2][C:3]1[CH:4]=[C:5]([CH2:11][CH2:12][NH:13][C:22](=[O:23])[CH2:21][C:18]2[CH:19]=[CH:20][C:15]([F:14])=[CH:16][CH:17]=2)[CH:6]=[CH:7][C:8]=1[O:9][CH3:10], predict the reactants needed to synthesize it. The reactants are: [CH3:1][O:2][C:3]1[CH:4]=[C:5]([CH2:11][CH2:12][NH2:13])[CH:6]=[CH:7][C:8]=1[O:9][CH3:10].[F:14][C:15]1[CH:20]=[CH:19][C:18]([CH2:21][C:22](O)=[O:23])=[CH:17][CH:16]=1. (2) Given the product [NH2:8][C:9]1[CH:10]=[C:11]([C:16]2([CH2:19][C:20]([O:22][CH3:23])=[O:21])[CH2:17][CH2:18]2)[CH:12]=[CH:13][C:14]=1[F:15], predict the reactants needed to synthesize it. The reactants are: C([N:8](CC1C=CC=CC=1)[C:9]1[CH:10]=[C:11]([C:16]2([CH2:19][C:20]([O:22][CH3:23])=[O:21])[CH2:18][CH2:17]2)[CH:12]=[CH:13][C:14]=1[F:15])C1C=CC=CC=1.C1CCCCC1.C(OCC)(=O)C. (3) The reactants are: [F:1][C:2]([F:35])([F:34])[C:3]1[CH:4]=[C:5]([CH:27]=[C:28]([C:30]([F:33])([F:32])[F:31])[CH:29]=1)[CH2:6][N:7]([CH2:14][C:15]1[C:16]([C:25]#N)=[N:17][CH:18]=[C:19]([C:21]([F:24])([F:23])[F:22])[CH:20]=1)[C:8]1[N:9]=[N:10][N:11]([CH3:13])[N:12]=1.[OH2:36].[OH-:37].[K+].Cl. Given the product [F:1][C:2]([F:35])([F:34])[C:3]1[CH:4]=[C:5]([CH:27]=[C:28]([C:30]([F:33])([F:32])[F:31])[CH:29]=1)[CH2:6][N:7]([CH2:14][C:15]1[C:16]([C:25]([OH:37])=[O:36])=[N:17][CH:18]=[C:19]([C:21]([F:24])([F:23])[F:22])[CH:20]=1)[C:8]1[N:9]=[N:10][N:11]([CH3:13])[N:12]=1, predict the reactants needed to synthesize it. (4) Given the product [CH3:15][O:16][C:17](=[O:39])[CH2:18][C@H:19]1[CH2:24][CH2:23][C@H:22]([C:25]2[CH:30]=[CH:29][C:28]([NH2:14])=[CH:27][CH:26]=2)[CH2:21][CH2:20]1, predict the reactants needed to synthesize it. The reactants are: C(=[NH:14])(C1C=CC=CC=1)C1C=CC=CC=1.[CH3:15][O:16][C:17](=[O:39])[CH2:18][C@H:19]1[CH2:24][CH2:23][C@H:22]([C:25]2[CH:30]=[CH:29][C:28](OS(C(F)(F)F)(=O)=O)=[CH:27][CH:26]=2)[CH2:21][CH2:20]1.C(=O)([O-])[O-].[Cs+].[Cs+].CC(C1C=C(C(C)C)C(C2C=CC=CC=2P(C2CCCCC2)C2CCCCC2)=C(C(C)C)C=1)C. (5) Given the product [CH3:1][O:2][C:3]1[CH:4]=[C:5]([O:6][CH:7]2[CH2:12][CH2:11][N:10]([CH3:13])[CH2:9][CH2:8]2)[CH:14]=[CH:15][C:16]=1[NH2:17], predict the reactants needed to synthesize it. The reactants are: [CH3:1][O:2][C:3]1[CH:4]=[C:5]([CH:14]=[CH:15][C:16]=1[N+:17]([O-])=O)[O:6][CH:7]1[CH2:12][CH2:11][N:10]([CH3:13])[CH2:9][CH2:8]1. (6) Given the product [Cl:26][C:27]1[CH:51]=[CH:50][C:30]([CH2:31][N:32]2[C:40]3[C:35](=[N:36][C:37]([C:48]#[N:49])=[N:38][C:39]=3[NH:41][C@@H:42]([CH:44]3[CH2:47][CH2:46][CH2:45]3)[CH3:43])[N:34]=[C:33]2[C:63]2[CH:68]=[C:67]([CH:69]([CH3:71])[CH3:70])[CH:66]=[CH:65][N:64]=2)=[CH:29][C:28]=1[F:52], predict the reactants needed to synthesize it. The reactants are: C(P(C12CC3CC(CC(C3)C1)C2)C12CC3CC(CC(C3)C1)C2)CCC.[Cl:26][C:27]1[CH:51]=[CH:50][C:30]([CH2:31][N:32]2[C:40]3[C:35](=[N:36][C:37]([C:48]#[N:49])=[N:38][C:39]=3[NH:41][C@@H:42]([CH:44]3[CH2:47][CH2:46][CH2:45]3)[CH3:43])[N:34]=[CH:33]2)=[CH:29][C:28]=1[F:52].C(O)(=O)C(C)(C)C.[F-].[Cs+].Br[C:63]1[CH:68]=[C:67]([CH:69]([CH3:71])[CH3:70])[CH:66]=[CH:65][N:64]=1.